This data is from Full USPTO retrosynthesis dataset with 1.9M reactions from patents (1976-2016). The task is: Predict the reactants needed to synthesize the given product. (1) Given the product [CH3:23][C@:17]12[CH2:16][CH2:15][C:14](=[O:24])[CH:13]=[C:12]1[CH2:11][CH2:10][C@@H:9]1[C@@H:18]2[CH2:19][CH2:20][C@@:21]2([CH3:22])[C@H:8]1[CH2:7][CH2:6][C@@H:5]2/[C:3](=[N:2]/[O:1][C:25](=[O:32])[C:50]1[CH:49]=[CH:48][CH:34]=[CH:53][N:51]=1)/[CH3:4], predict the reactants needed to synthesize it. The reactants are: [OH:1]/[N:2]=[C:3](/[C@@H:5]1[C@:21]2([CH3:22])[C@H:8]([C@H:9]3[C@H:18]([CH2:19][CH2:20]2)[C@:17]2([CH3:23])[C:12](=[CH:13][C:14](=[O:24])[CH2:15][CH2:16]2)[CH2:11][CH2:10]3)[CH2:7][CH2:6]1)\[CH3:4].[C:25](O)(=[O:32])C1C=CC=NC=1.[CH:34](N(CC)C(C)C)(C)C.CCN=C=N[CH2:48][CH2:49][CH2:50][N:51]([CH3:53])C. (2) The reactants are: [Cl:1][C:2]1[CH:3]=[CH:4][C:5]([N:14]2[CH:18]=[N:17][N:16]=[N:15]2)=[C:6](/[CH:8]=[CH:9]/[C:10]([O:12]C)=[O:11])[CH:7]=1.[OH-].[Na+].Cl. Given the product [Cl:1][C:2]1[CH:3]=[CH:4][C:5]([N:14]2[CH:18]=[N:17][N:16]=[N:15]2)=[C:6](/[CH:8]=[CH:9]/[C:10]([OH:12])=[O:11])[CH:7]=1, predict the reactants needed to synthesize it. (3) The reactants are: Cl[C:2]1[N:7]=[C:6]([Cl:8])[CH:5]=[C:4]([Cl:9])[N:3]=1.C(=O)([O-])[O-].[K+].[K+].[N:16]1([CH2:22][C:23]2[CH:28]=[CH:27][C:26]([CH2:29][NH:30][C:31](=[O:33])[CH3:32])=[CH:25][CH:24]=2)[CH2:21][CH2:20][NH:19][CH2:18][CH2:17]1.O. Given the product [Cl:9][C:4]1[CH:5]=[C:6]([Cl:8])[N:7]=[C:2]([N:19]2[CH2:18][CH2:17][N:16]([CH2:22][C:23]3[CH:24]=[CH:25][C:26]([CH2:29][NH:30][C:31](=[O:33])[CH3:32])=[CH:27][CH:28]=3)[CH2:21][CH2:20]2)[N:3]=1, predict the reactants needed to synthesize it. (4) The reactants are: [CH3:1][O:2][C:3]1[CH:11]=[C:10]([C:12]([F:15])([F:14])[F:13])[CH:9]=[CH:8][C:4]=1[C:5]([OH:7])=O.C([O:18][C:19](=[O:41])[C:20]([O:23][C:24]1[CH:29]=[CH:28][C:27]([O:30][C:31]2[CH:36]=[CH:35][CH:34]=[C:33]([CH2:37][NH2:38])[CH:32]=2)=[CH:26][C:25]=1[CH2:39]C)([CH3:22])[CH3:21])C. Given the product [CH3:1][O:2][C:3]1[CH:11]=[C:10]([C:12]([F:15])([F:14])[F:13])[CH:9]=[CH:8][C:4]=1[C:5]([NH:38][CH2:37][C:33]1[CH:32]=[C:31]([CH:36]=[CH:35][CH:34]=1)[O:30][C:27]1[CH:28]=[CH:29][C:24]([O:23][C:20]([CH3:22])([CH3:21])[C:19]([OH:41])=[O:18])=[C:25]([CH3:39])[CH:26]=1)=[O:7], predict the reactants needed to synthesize it. (5) Given the product [CH3:7][O:8][C:9](=[O:10])[O-:12].[CH3:1][N+:2]([CH3:7])([CH3:6])[CH:3]([CH3:5])[CH3:4], predict the reactants needed to synthesize it. The reactants are: [CH3:1][N:2]([CH3:6])[CH:3]([CH3:5])[CH3:4].[CH3:7][O:8][C:9](=[O:12])[O:10]C. (6) Given the product [F:1][C:2]1[CH:7]=[C:6]([F:8])[CH:5]=[CH:4][C:3]=1[N:9]1[N:17]=[C:16]([C:18]([OH:20])=[O:19])[C:15]2[CH2:14][C@H:13]3[CH2:23][C@H:11]([C:12]3([CH3:25])[CH3:24])[C:10]1=2, predict the reactants needed to synthesize it. The reactants are: [F:1][C:2]1[CH:7]=[C:6]([F:8])[CH:5]=[CH:4][C:3]=1[N:9]1[N:17]=[C:16]([C:18]([O:20]CC)=[O:19])[C:15]2[CH2:14][C@H:13]3[CH2:23][C@H:11]([C:12]3([CH3:25])[CH3:24])[C:10]1=2.O.[OH-].[K+]. (7) Given the product [NH2:1][C:2]1[C:10]([Cl:11])=[CH:9][CH:8]=[CH:7][C:3]=1[C:4]([O:6][CH3:12])=[O:5], predict the reactants needed to synthesize it. The reactants are: [NH2:1][C:2]1[C:10]([Cl:11])=[CH:9][CH:8]=[CH:7][C:3]=1[C:4]([OH:6])=[O:5].[CH3:12]O.Cl. (8) Given the product [CH3:1][NH:2][C@H:10]1[CH2:13][C@H:12]([O:14][C:15]2[C:16]3[C:30]([C:31]4[CH:32]=[N:33][CH:34]=[CH:35][CH:36]=4)=[CH:29][NH:28][C:17]=3[N:18]=[C:19]([NH:21][C:22]3[CH:23]=[N:24][N:25]([CH3:27])[CH:26]=3)[N:20]=2)[CH2:11]1, predict the reactants needed to synthesize it. The reactants are: [CH3:1][N:2]([C@H:10]1[CH2:13][C@H:12]([O:14][C:15]2[C:16]3[C:30]([C:31]4[CH:32]=[N:33][CH:34]=[CH:35][CH:36]=4)=[CH:29][N:28](COCC[Si](C)(C)C)[C:17]=3[N:18]=[C:19]([NH:21][C:22]3[CH:23]=[N:24][N:25]([CH3:27])[CH:26]=3)[N:20]=2)[CH2:11]1)C(=O)OC(C)(C)C.C(O)(C(F)(F)F)=O.O.C([O-])([O-])=O.[K+].[K+].